From a dataset of Full USPTO retrosynthesis dataset with 1.9M reactions from patents (1976-2016). Predict the reactants needed to synthesize the given product. Given the product [Cl:1][C:2]1[C:18]([CH3:19])=[C:17]([B:20]2[O:24][C:23]([CH3:25])([CH3:26])[C:22]([CH3:28])([CH3:27])[O:21]2)[CH:16]=[C:15]([CH3:29])[C:3]=1[OH:4], predict the reactants needed to synthesize it. The reactants are: [Cl:1][C:2]1[C:18]([CH3:19])=[C:17]([B:20]2[O:24][C:23]([CH3:26])([CH3:25])[C:22]([CH3:28])([CH3:27])[O:21]2)[CH:16]=[C:15]([CH3:29])[C:3]=1[O:4][Si](C(C)C)(C(C)C)C(C)C.CCCC[N+](CCCC)(CCCC)CCCC.[F-].